This data is from Reaction yield outcomes from USPTO patents with 853,638 reactions. The task is: Predict the reaction yield, written as a fraction of the theoretical maximum amount of product (1.0 means a 100% yield; for example, 0.34 means a 34% yield). (1) The reactants are Br[C:2]1[N:7]=[C:6]2[S:8][C:9]([NH:11][C:12]3[O:13][C@:14]4([CH2:22][N:23]=3)[CH:19]3[CH2:20][CH2:21][N:16]([CH2:17][CH2:18]3)[CH2:15]4)=[N:10][C:5]2=[N:4][CH:3]=1.Cl. The catalyst is CO. The product is [S:8]1[C:6]2=[N:7][CH:2]=[CH:3][N:4]=[C:5]2[N:10]=[C:9]1[NH:11][C:12]1[O:13][C@:14]2([CH2:22][N:23]=1)[CH:19]1[CH2:20][CH2:21][N:16]([CH2:17][CH2:18]1)[CH2:15]2. The yield is 0.675. (2) The reactants are [CH2:1]([N:8]1[C:13](=[O:14])[CH2:12][O:11][C@@H:10]([CH3:15])[C@@H:9]1[C:16]([OH:18])=[O:17])[C:2]1[CH:7]=[CH:6][CH:5]=[CH:4][CH:3]=1.S(Cl)(Cl)=O.[CH3:23][CH2:24]O. No catalyst specified. The product is [CH2:1]([N:8]1[C:13](=[O:14])[CH2:12][O:11][C@@H:10]([CH3:15])[C@@H:9]1[C:16]([O:18][CH2:23][CH3:24])=[O:17])[C:2]1[CH:7]=[CH:6][CH:5]=[CH:4][CH:3]=1. The yield is 0.614. (3) The reactants are [N:1]1[CH:6]=[CH:5][CH:4]=[C:3]([CH2:7][C:8]#[N:9])[CH:2]=1.[H-].[Na+].Cl[C:13]1[N:14]=[N:15][C:16]([O:19][CH3:20])=[CH:17][CH:18]=1. The catalyst is CN(C)C=O. The product is [CH3:20][O:19][C:16]1[N:15]=[N:14][C:13]([CH:7]([C:3]2[CH:2]=[N:1][CH:6]=[CH:5][CH:4]=2)[C:8]#[N:9])=[CH:18][CH:17]=1. The yield is 0.680. (4) The reactants are Br[CH2:2][CH:3]1[CH2:12][C:11]2[C:6](=[CH:7][CH:8]=[CH:9][CH:10]=2)[CH:5]([C:13]2[CH:18]=[CH:17][C:16]([Cl:19])=[C:15]([Cl:20])[CH:14]=2)[CH2:4]1.[N-:21]=[N+:22]=[N-:23].[Na+]. The catalyst is CN(C=O)C. The product is [N:21]([CH2:2][CH:3]1[CH2:12][C:11]2[C:6](=[CH:7][CH:8]=[CH:9][CH:10]=2)[CH:5]([C:13]2[CH:18]=[CH:17][C:16]([Cl:19])=[C:15]([Cl:20])[CH:14]=2)[CH2:4]1)=[N+:22]=[N-:23]. The yield is 0.680.